From a dataset of HIV replication inhibition screening data with 41,000+ compounds from the AIDS Antiviral Screen. Binary Classification. Given a drug SMILES string, predict its activity (active/inactive) in a high-throughput screening assay against a specified biological target. (1) The drug is CC(=NNS(=O)(=O)c1ccc(C)cc1)C(CN1CCOCC1)C(c1ccccc1)c1c(O)c2ccccc2oc1=O.Cl. The result is 0 (inactive). (2) The compound is CC12c3ccccc3C(C)(c3c1ccc1ccccc31)C1C(=O)OC(=O)C12. The result is 0 (inactive).